This data is from Forward reaction prediction with 1.9M reactions from USPTO patents (1976-2016). The task is: Predict the product of the given reaction. (1) Given the reactants [F:1][C:2]1[C:14]([F:15])=[C:13]([CH2:16][N:17]2[C:26](=[O:27])[C:25]([C:28](=[O:50])[NH:29][C:30]3[CH:35]=[CH:34][C:33]([C:36]([F:39])([F:38])[F:37])=[CH:32][C:31]=3[C:40]3[CH:45]=[C:44]([C:46]([F:49])([F:48])[F:47])[N:43]=[CH:42][N:41]=3)=[C:24]([OH:51])[C:19]3([CH2:23][CH2:22][CH2:21][CH2:20]3)[N:18]2[CH3:52])[CH:12]=[CH:11][C:3]=1[O:4][CH2:5][CH2:6][CH2:7][C:8]([O-:10])=O.[CH3:53][NH:54][CH2:55][C@H:56]([OH:65])[C@@H:57]([OH:64])[C@H:58]([OH:63])[C@H:59]([OH:62])[CH2:60][OH:61].CN(C(ON1N=NC2C=CC=NC1=2)=[N+](C)C)C.F[P-](F)(F)(F)(F)F.C(N(C(C)C)C(C)C)C, predict the reaction product. The product is: [F:15][C:14]1[C:2]([F:1])=[C:3]([O:4][CH2:5][CH2:6][CH2:7][C:8]([N:54]([CH3:53])[CH2:55][C@H:56]([OH:65])[C@@H:57]([OH:64])[C@H:58]([OH:63])[C@H:59]([OH:62])[CH2:60][OH:61])=[O:10])[CH:11]=[CH:12][C:13]=1[CH2:16][N:17]1[C:26](=[O:27])[C:25]([C:28]([NH:29][C:30]2[CH:35]=[CH:34][C:33]([C:36]([F:38])([F:39])[F:37])=[CH:32][C:31]=2[C:40]2[CH:45]=[C:44]([C:46]([F:49])([F:48])[F:47])[N:43]=[CH:42][N:41]=2)=[O:50])=[C:24]([OH:51])[C:19]2([CH2:23][CH2:22][CH2:21][CH2:20]2)[N:18]1[CH3:52]. (2) Given the reactants [Cl:1][C:2]1[CH:7]=[CH:6][CH:5]=[CH:4][C:3]=1[C:8]1[NH:12][N:11]=[N:10][N:9]=1.Br[CH2:14][C:15]1[CH:20]=[CH:19][CH:18]=[CH:17][C:16]=1[Cl:21].ClCC1C=CC=CC=1OC.N, predict the reaction product. The product is: [Cl:21][C:16]1[CH:17]=[CH:18][CH:19]=[CH:20][C:15]=1[CH2:14][N:9]1[C:8]([C:3]2[CH:4]=[CH:5][CH:6]=[CH:7][C:2]=2[Cl:1])=[N:12][N:11]=[N:10]1. (3) Given the reactants [CH2:1]([OH:4])[C:2]#[CH:3].[Cl:5][C:6]1[CH:11]=[C:10]([Cl:12])[CH:9]=[C:8]([Cl:13])[C:7]=1I.CN(C)C=O.C(N(CC)CC)C, predict the reaction product. The product is: [Cl:5][C:6]1[CH:11]=[C:10]([Cl:12])[CH:9]=[C:8]([Cl:13])[C:7]=1[C:3]#[C:2][CH2:1][OH:4].